Task: Regression. Given a peptide amino acid sequence and an MHC pseudo amino acid sequence, predict their binding affinity value. This is MHC class I binding data.. Dataset: Peptide-MHC class I binding affinity with 185,985 pairs from IEDB/IMGT (1) The peptide sequence is DFLKDDTLSK. The MHC is HLA-A03:01 with pseudo-sequence HLA-A03:01. The binding affinity (normalized) is 0.111. (2) The peptide sequence is YRFRFRSVY. The MHC is HLA-A31:01 with pseudo-sequence HLA-A31:01. The binding affinity (normalized) is 0.0847. (3) The peptide sequence is RRRWRRLTV. The MHC is HLA-A30:02 with pseudo-sequence HLA-A30:02. The binding affinity (normalized) is 0. (4) The peptide sequence is AQIGVIGVF. The MHC is HLA-A02:06 with pseudo-sequence HLA-A02:06. The binding affinity (normalized) is 1.00. (5) The MHC is HLA-A02:01 with pseudo-sequence HLA-A02:01. The peptide sequence is LLSGLPTYA. The binding affinity (normalized) is 0.522. (6) The peptide sequence is GVFELSDEK. The MHC is HLA-B27:05 with pseudo-sequence HLA-B27:05. The binding affinity (normalized) is 0.0847.